This data is from Catalyst prediction with 721,799 reactions and 888 catalyst types from USPTO. The task is: Predict which catalyst facilitates the given reaction. (1) Reactant: C1COCC1.[H-].[Na+].[CH3:8][O:9][C:10]1[CH:11]=[C:12]([CH:15]=[CH:16][C:17]=1[N:18]1[CH:22]=[C:21]([CH3:23])[N:20]=[CH:19]1)[CH:13]=O.[C:24]([O:27][CH2:28][CH3:29])(=[O:26])[CH3:25]. Product: [CH2:28]([O:27][C:24](=[O:26])/[CH:25]=[CH:13]/[C:12]1[CH:15]=[CH:16][C:17]([N:18]2[CH:22]=[C:21]([CH3:23])[N:20]=[CH:19]2)=[C:10]([O:9][CH3:8])[CH:11]=1)[CH3:29]. The catalyst class is: 6. (2) Reactant: [C:1]([O:5][C:6]([N:8]([CH2:21][CH:22]1[CH:27]([C:28]2[CH:33]=[CH:32][CH:31]=[CH:30][CH:29]=2)[CH2:26][CH2:25][N:24]([C:34]2[C:43]([F:44])=[CH:42][C:37]([C:38]([O:40]C)=[O:39])=[CH:36][C:35]=2[F:45])[CH2:23]1)[C@@H:9]([C:11]1[C:20]2[C:15](=[CH:16][CH:17]=[CH:18][CH:19]=2)[CH:14]=[CH:13][CH:12]=1)[CH3:10])=[O:7])([CH3:4])([CH3:3])[CH3:2].C1COCC1.[OH-].[Na+].Cl. Product: [C:1]([O:5][C:6]([N:8]([CH2:21][CH:22]1[CH:27]([C:28]2[CH:29]=[CH:30][CH:31]=[CH:32][CH:33]=2)[CH2:26][CH2:25][N:24]([C:34]2[C:43]([F:44])=[CH:42][C:37]([C:38]([OH:40])=[O:39])=[CH:36][C:35]=2[F:45])[CH2:23]1)[C@@H:9]([C:11]1[C:20]2[C:15](=[CH:16][CH:17]=[CH:18][CH:19]=2)[CH:14]=[CH:13][CH:12]=1)[CH3:10])=[O:7])([CH3:2])([CH3:3])[CH3:4]. The catalyst class is: 5. (3) Reactant: C([O:8][C:9]1[C:14]([C:15]([CH3:18])([CH3:17])[CH3:16])=[CH:13][CH:12]=[CH:11][C:10]=1[C:19]1[CH:24]=[CH:23][CH:22]=[C:21]([C:25]([C:27]2[CH:32]=[CH:31][CH:30]=[CH:29][N:28]=2)=[CH2:26])[CH:20]=1)C1C=CC=CC=1. Product: [C:15]([C:14]1[CH:13]=[CH:12][CH:11]=[C:10]([C:19]2[CH:24]=[CH:23][CH:22]=[C:21]([CH:25]([C:27]3[CH:32]=[CH:31][CH:30]=[CH:29][N:28]=3)[CH3:26])[CH:20]=2)[C:9]=1[OH:8])([CH3:16])([CH3:17])[CH3:18]. The catalyst class is: 381. (4) Reactant: Cl[C:2]1[C:7]([NH2:8])=[C:6]([Cl:9])[N:5]=[CH:4][N:3]=1.Cl.[CH2:11]([NH2:13])[CH3:12].C(=O)([O-])[O-].[K+].[K+]. Product: [Cl:9][C:6]1[N:5]=[CH:4][N:3]=[C:2]([NH:13][CH2:11][CH3:12])[C:7]=1[NH2:8]. The catalyst class is: 511. (5) Reactant: [C:1]1([C:20]2[CH:25]=[CH:24][CH:23]=[CH:22][CH:21]=2)[CH:6]=[CH:5][CH:4]=[CH:3][C:2]=1[O:7][C:8]1[CH:13]=[CH:12][C:11]([S:14](Cl)(=[O:16])=[O:15])=[CH:10][C:9]=1[C:18]#[N:19].[F:26][C:27]1[C:32]([OH:33])=[C:31]([F:34])[C:30]([F:35])=[C:29]([F:36])[C:28]=1[F:37].CCN(CC)CC. Product: [F:26][C:27]1[C:32]([O:33][S:14]([C:11]2[CH:12]=[CH:13][C:8]([O:7][C:2]3[CH:3]=[CH:4][CH:5]=[CH:6][C:1]=3[C:20]3[CH:21]=[CH:22][CH:23]=[CH:24][CH:25]=3)=[C:9]([C:18]#[N:19])[CH:10]=2)(=[O:16])=[O:15])=[C:31]([F:34])[C:30]([F:35])=[C:29]([F:36])[C:28]=1[F:37]. The catalyst class is: 4. (6) Reactant: [CH2:1]([C@H:3]1[O:8][CH2:7][C@@H:6]([C:9]2[CH:14]=[CH:13][CH:12]=[CH:11][CH:10]=2)[NH:5][C:4]1=[O:15])[CH3:2].[C:16](O[C:16]([O:18][C:19]([CH3:22])([CH3:21])[CH3:20])=[O:17])([O:18][C:19]([CH3:22])([CH3:21])[CH3:20])=[O:17]. Product: [CH2:1]([C@H:3]1[O:8][CH2:7][C@@H:6]([C:9]2[CH:10]=[CH:11][CH:12]=[CH:13][CH:14]=2)[N:5]([C:16]([O:18][C:19]([CH3:22])([CH3:21])[CH3:20])=[O:17])[C:4]1=[O:15])[CH3:2]. The catalyst class is: 143.